The task is: Regression. Given two drug SMILES strings and cell line genomic features, predict the synergy score measuring deviation from expected non-interaction effect.. This data is from NCI-60 drug combinations with 297,098 pairs across 59 cell lines. (1) Drug 1: CC(C1=C(C=CC(=C1Cl)F)Cl)OC2=C(N=CC(=C2)C3=CN(N=C3)C4CCNCC4)N. Drug 2: C1=NNC2=C1C(=O)NC=N2. Cell line: MDA-MB-435. Synergy scores: CSS=16.5, Synergy_ZIP=-2.22, Synergy_Bliss=3.06, Synergy_Loewe=-14.8, Synergy_HSA=-0.880. (2) Drug 1: COC1=CC(=CC(=C1O)OC)C2C3C(COC3=O)C(C4=CC5=C(C=C24)OCO5)OC6C(C(C7C(O6)COC(O7)C8=CC=CS8)O)O. Drug 2: C1=NC(=NC(=O)N1C2C(C(C(O2)CO)O)O)N. Cell line: RXF 393. Synergy scores: CSS=27.8, Synergy_ZIP=-5.23, Synergy_Bliss=-0.190, Synergy_Loewe=2.08, Synergy_HSA=3.75. (3) Drug 1: C1=NC2=C(N=C(N=C2N1C3C(C(C(O3)CO)O)F)Cl)N. Drug 2: CNC(=O)C1=NC=CC(=C1)OC2=CC=C(C=C2)NC(=O)NC3=CC(=C(C=C3)Cl)C(F)(F)F. Cell line: SK-MEL-28. Synergy scores: CSS=15.4, Synergy_ZIP=-7.42, Synergy_Bliss=-5.31, Synergy_Loewe=-21.5, Synergy_HSA=-3.41. (4) Drug 1: C1C(C(OC1N2C=NC(=NC2=O)N)CO)O. Drug 2: C(CCl)NC(=O)N(CCCl)N=O. Cell line: PC-3. Synergy scores: CSS=9.31, Synergy_ZIP=-3.70, Synergy_Bliss=-0.996, Synergy_Loewe=2.04, Synergy_HSA=2.13. (5) Drug 1: C1=C(C(=O)NC(=O)N1)N(CCCl)CCCl. Drug 2: CNC(=O)C1=NC=CC(=C1)OC2=CC=C(C=C2)NC(=O)NC3=CC(=C(C=C3)Cl)C(F)(F)F. Cell line: CAKI-1. Synergy scores: CSS=53.1, Synergy_ZIP=-8.05, Synergy_Bliss=-6.90, Synergy_Loewe=-3.81, Synergy_HSA=-2.71.